This data is from Peptide-MHC class I binding affinity with 185,985 pairs from IEDB/IMGT. The task is: Regression. Given a peptide amino acid sequence and an MHC pseudo amino acid sequence, predict their binding affinity value. This is MHC class I binding data. The peptide sequence is ARVAASLAK. The MHC is HLA-A02:01 with pseudo-sequence HLA-A02:01. The binding affinity (normalized) is 0.0847.